This data is from Catalyst prediction with 721,799 reactions and 888 catalyst types from USPTO. The task is: Predict which catalyst facilitates the given reaction. Reactant: [NH2:1][C:2]1[CH:7]=[CH:6][C:5]([S:8]([NH:11][CH2:12][CH2:13][O:14][CH2:15][CH2:16][OH:17])(=[O:10])=[O:9])=[CH:4][CH:3]=1.[H-].[Na+].[CH3:20]I.[Na+].[Cl-]. Product: [NH2:1][C:2]1[CH:7]=[CH:6][C:5]([S:8]([N:11]([CH2:12][CH2:13][O:14][CH2:15][CH2:16][OH:17])[CH3:20])(=[O:10])=[O:9])=[CH:4][CH:3]=1. The catalyst class is: 774.